This data is from Human Reference Interactome with 51,813 positive PPI pairs across 8,248 proteins, plus equal number of experimentally-validated negative pairs. The task is: Binary Classification. Given two protein amino acid sequences, predict whether they physically interact or not. (1) Protein 1 (ENSG00000064995) has sequence MDDAHESPSDKGGETGESDETAAVPGDPGATDTDGIPEETDGDADVDLKEAAAEEGELESQDVSDLTTVEREDSSLLNPAAKKLKIDTKEKKEKKQKVDEDEIQKMQILVSSFSEEQLNRYEMYRRSAFPKAAIKRLIQSITGTSVSQNVVIAMSGISKVFVGEVVEEALDVCEKWGEMPPLQPKHMREAVRRLKSKGQIPNSKHKKIIFF*MDDAHESPSDKGGETGESDETAAVPGDPGATDTDGIPEETDGDADVDLKEAAAEEGELESQDVSDLTTVEREDSSLLNPAAKKLKIDT.... Result: 0 (the proteins do not interact). Protein 2 (ENSG00000169744) has sequence MSSTPHDPFYSSPFGPFYRRHTPYMVQPEYRIYEMNKRLQSRTEDSDNLWWDAFATEFFEDDATLTLSFCLEDGPKRYTIGRTLIPRYFSTVFEGGVTDLYYILKHSKESYHNSSITVDCDQCTMVTQHGKPMFTKVCTEGRLILEFTFDDLMRIKTWHFTIRQYRELVPRSILAMHAQDPQVLDQLSKNITRMGLTNFTLNYLRLCVILEPMQELMSRHKTYNLSPRDCLKTCLFQKWQRMVAPPAEPTRQPTTKRRKRKNSTSSTSNSSAGNNANSTGSKKKTTAANLSLSSQVPDVM.... (2) Protein 1 (ENSG00000183318) has sequence MASGQARPPFEEESPQPSTTVRSPEVVVDDEVPGPSAPWIDPSPQPQSLGLKRKSEWSDESEEELEEELELERAPEPEDTWVVETLCGLKMKLKRKRASSVLPEHHEAFNRLLGDPVVQKFLAWDKDLRVSDKYLLAMVIAYFSRAGLFSWQYQRIHFFLALYLASDMEEDNQAPKQDIFSFLYGKNYSQRPLFHKLRYQLLCSMRWRTWVSPEEMEEIQAYDPEHWVWARDRTLIS*MASGQARPPFEEESPQPSTTVRSPEVVVDDEVPGPSGEPLG*XRAPEPEDTWVVETLCGLKM.... Protein 2 (ENSG00000114200) has sequence MHSKVTIICIRFLFWFLLLCMLIGKSHTEDDIIIATKNGKVRGMNLTVFGGTVTAFLGIPYAQPPLGRLRFKKPQSLTKWSDIWNATKYANSCCQNIDQSFPGFHGSEMWNPNTDLSEDCLYLNVWIPAPKPKNATVLIWIYGGGFQTGTSSLHVYDGKFLARVERVIVVSMNYRVGALGFLALPGNPEAPGNMGLFDQQLALQWVQKNIAAFGGNPKSVTLFGESAGAASVSLHLLSPGSHSLFTRAILQSGSFNAPWAVTSLYEARNRTLNLAKLTGCSRENETEIIKCLRNKDPQEI.... Result: 0 (the proteins do not interact). (3) Protein 1 (ENSG00000091513) has sequence MRLAVGALLVCAVLGLCLAVPDKTVRWCAVSEHEATKCQSFRDHMKSVIPSDGPSVACVKKASYLDCIRAIAANEADAVTLDAGLVYDAYLAPNNLKPVVAEFYGSKEDPQTFYYAVAVVKKDSGFQMNQLRGKKSCHTGLGRSAGWNIPIGLLYCDLPEPRKPLEKAVANFFSGSCAPCADGTDFPQLCQLCPGCGCSTLNQYFGYSGAFKCLKDGAGDVAFVKHSTIFENLANKADRDQYELLCLDNTRKPVDEYKDCHLAQVPSHTVVARSMGGKEDLIWELLNQAQEHFGKDKSKE.... Protein 2 (ENSG00000174450) has sequence MSEKTRQNKLAEAKKKFTDYRQWNIAGVGTRATDTKKKKINNGTNPETTTSEGCHSPEDTQQNRAQLKEEKKASHQHQEALRREIEAQDHTIRILTCQKTELETALYYSQDAARKFEDGNLGTPSSFNLALSQAFRGSPLGCVSTSLIPGESKDLAGRLHHSWHFAGELQRALSAVSTWHKKADRYIEELTKERDALSLELYRNTITNEELKKKNAELQEKLRLAESEKSEIQLNVKELKRKLERAKFLLPQVQTNTLQEEMWRQEEELREQEKKIRKQEEKMWRQEERLREQEGKMREQ.... Result: 0 (the proteins do not interact). (4) Protein 1 (ENSG00000129473) has sequence MATPASAPDTRALVADFVGYKLRQKGYVCGAGPGEGPAADPLHQAMRAAGDEFETRFRRTFSDLAAQLHVTPGSAQQRFTQVSDELFQGGPNWGRLVAFFVFGAALCAESVNKEMEPLVGQVQEWMVAYLETQLADWIHSSGGWAEFTALYGDGALEEARRLREGNWASVRTVLTGAVALGALVTVGAFFASK*XRTFSDLAAQLHVTPGSAQQRFTQVSDELFQGGPNWGRLVAFFVFGAALCAESVNKEMEPLVGQVQEWMVAYLETQLADWIHSSGGWAEFTALYGDGALEEARRLR.... Protein 2 (ENSG00000126581) has sequence MEGSKTSNNSTMQVSFVCQRCSQPLKLDTSFKILDRVTIQELTAPLLTTAQAKPGETQEEETNSGEEPFIETPRQDGVSRRFIPPARMMSTESANSFTLIGEASDGGTMENLSRRLKVTGDLFDIMSGQTDVDHPLCEECTDTLLDQLDTQLNVTENECQNYKRCLEILEQMNEDDSEQLQMELKELALEEERLIQELEDVEKNRKIVAENLEKVQAEAERLDQEEAQYQREYSEFKRQQLELDDELKSVENQMRYAQTQLDKLKKTNVFNATFHIWHSGQFGTINNFRLGRLPSVPVEW.... Result: 0 (the proteins do not interact). (5) Protein 1 (ENSG00000104064) has sequence MSLVDLGKKLLEAARAGQDDEVRILMANGAPFTTDWLGTSPLHLAAQYGHYSTTEVLLRAGVSRDARTKVDRTPLHMAASEGHASIVEVLLKHGADVNAKDMLKMTALHWATEHNHQEVVELLIKYGADVHTQSKFCKTAFDISIDNGNEDLAEILQIAMQNQINTNPESPDTVTIHAATPQFIIGPGGVVNLTGLVSSENSSKATDETGVSAVQFGNSSTSVLATLAALAEASAPLSNSSETPVVATEEVVTAESVDGAIQQVVSSGGQQVITIVTDGIQLGNLHSIPTSGIGQPIIVT.... Protein 2 (ENSG00000110244) has sequence MFLKAVVLTLALVAVAGARAEVSADQVATVMWDYFSQLSNNAKEAVEHLQKSELTQQLNALFQDKLGEVNTYAGDLQKKLVPFATELHERLAKDSEKLKEEIGKELEELRARLLPHANEVSQKIGDNLRELQQRLEPYADQLRTQVSTQAEQLRRQLTPYAQRMERVLRENADSLQASLRPHADELKAKIDQNVEELKGRLTPYADEFKVKIDQTVEELRRSLAPYAQDTQEKLNHQLEGLTFQMKKNAEELKARISASAEELRQRLAPLAEDVRGNLRGNTEGLQKSLAELGGHLDQQV.... Result: 0 (the proteins do not interact). (6) Protein 1 (ENSG00000115541) has sequence MAGQAFRKFLPLFDRVLVERSAAETVTKGGIMLPEKSQGKVLQATVVAVGSGSKGKGGEIQPVSVKVGDKVLLPEYGGTKVVLDDKDYFLFRDGDILGKYVD*MGGEIQPVSVKVGDKVLLPEYGGTKVVLDDKDYFLFRDGDILGKYVD*MAGQAFRKFLPLFDRVLVERSAAETVTKGGIMLPEKSQGKVLQATVVAVGSGSKGKGGEIQPVSVKVGDKVLLPEYGGTKVVLDDKVCKLNNSKKKSDICN*. Protein 2 (ENSG00000102218) has sequence MGCFFSKRRKADKESRPENEEERPKQYSWDQREKVDPKDYMFSGLKDETVGRLPGTVAGQQFLIQDCENCNIYIFDHSATVTIDDCTNCIIFLGPVKGSVFFRNCRDCKCTLACQQFRVRDCRKLEVFLCCATQPIIESSSNIKFGCFQWYYPELAFQFKDAGLSIFNNTWSNIHDFTPVSGELNWSLLPEDAVVQDYVPIPTTEELKAVRVSTEANRSIVPISRGQRQKSSDESCLVVLFAGDYTIANARKLIDEMVGKGFFLVQTKEVSMKAEDAQRVFREKAPDFLPLLNKGPVIAL.... Result: 0 (the proteins do not interact). (7) Protein 1 (ENSG00000170677) has sequence MKKISLKTLRKSFNLNKSKEETDFMVVQQPSLASDFGKDDSLFGSCYGKDMASCDINGEDEKGGKNRSKSESLMGTLKRRLSAKQKSKGKAGTPSGSSADEDTFSSSSAPIVFKDVRAQRPIRSTSLRSHHYSPAPWPLRPTNSEETCIKMEVRVKALVHSSSPSPALNGVRKDFHDLQSETTCQEQANSLKSSASHNGDLHLHLDEHVPVVIGLMPQDYIQYTVPLDEGMYPLEGSRSYCLDSSSPMEVSAVPPQVGGRAFPEDESQVDQDLVVAPEIFVDQSVNGLLIGTTGVMLQSP.... Protein 2 (ENSG00000203747) has sequence MWQLLLPTALLLLVSAGMRTEDLPKAVVFLEPQWYRVLEKDSVTLKCQGAYSPEDNSTQWFHNESLISSQASSYFIDAATVDDSGEYRCQTNLSTLSDPVQLEVHIGWLLLQAPRWVFKEEDPIHLRCHSWKNTALHKVTYLQNGKGRKYFHHNSDFYIPKATLKDSGSYFCRGLFGSKNVSSETVNITITQGLAVSTISSFFPPGYQVSFCLVMVLLFAVDTGLYFSVKTNIRSSTRDWKDHKFKWRKDPQDK*MWQLLLPTALLLLVSAGMRTDLPKAVVFLEPQWYRVLEKDSVTLK.... Result: 0 (the proteins do not interact). (8) Protein 1 (ENSG00000106609) has sequence MFSINPLENLKVYISSRPPLVVFMISVSAMAIAFLTLGYFFKIKEIKSPEMAEDWNTFLLRFNDLDLCVSENETLKHLTNDTTTPESTMTSGQARASTQSPQALEDSGPVNISVSITLTLDPLKPFGGYSRNVTHLYSTILGHQIGLSGREAHEEINITFTLPTAWSSDDCALHGHCEQVVFTACMTLTASPGVFPVTVQPPHCVPDTYSNATLWYKIFTTARDANTKYAQDYNPFWCYKGAIGKVYHALNPKLTVIVPDDDRSLINLHLMHTSYFLFVMVITMFCYAVIKGRPSKLRQS.... Protein 2 (ENSG00000170540) has sequence MAEGDNRSTNLLAAETASLEEQLQGWGEVMLMADKVLRWERAWFPPAIMGVVSLVFLIIYYLDPSVLSGVSCFVMFLCLADYLVPILAPRIFGSNKWTTEQQQRFHEICSNLVKTRRRAVGWWKRLFTLKEEKPKMYFMTMIVSLAAVAWVGQQVHNLLLTYLIVTSLLLLPGLNQHGIILKYIGMAKREINKLLKQKEKKNE*MLMADKVLRWERAWFPPAIMGVVSLVFLIIYYLDPSVLSGVSCFVMFLCLADYLVPILAPRIFGSNKWTTEQQQRFHEICSNLVKTRRRAVGWWKR.... Result: 1 (the proteins interact).